This data is from Forward reaction prediction with 1.9M reactions from USPTO patents (1976-2016). The task is: Predict the product of the given reaction. (1) Given the reactants [CH3:1][C:2]([CH3:37])([CH3:36])[C:3](=[O:35])[CH2:4][O:5][C:6]1[CH:11]=[CH:10][C:9]([C:12]([C:17]2[CH:18]=[C:19]([CH3:33])[C:20]3[O:24][C:23]([C:25]([NH:27][CH2:28][C:29]([OH:31])=[O:30])=[O:26])=[CH:22][C:21]=3[CH:32]=2)([CH2:15][CH3:16])[CH2:13][CH3:14])=[CH:8][C:7]=1[CH3:34].[BH4-].[Na+], predict the reaction product. The product is: [CH2:13]([C:12]([C:17]1[CH:18]=[C:19]([CH3:33])[C:20]2[O:24][C:23]([C:25]([NH:27][CH2:28][C:29]([OH:31])=[O:30])=[O:26])=[CH:22][C:21]=2[CH:32]=1)([C:9]1[CH:10]=[CH:11][C:6]([O:5][CH2:4][CH:3]([OH:35])[C:2]([CH3:36])([CH3:37])[CH3:1])=[C:7]([CH3:34])[CH:8]=1)[CH2:15][CH3:16])[CH3:14]. (2) Given the reactants [CH:1]1([CH2:4][O:5][C:6]2[CH:7]=[C:8]([CH:23]=[CH:24][C:25]=2[N:26]([CH2:31][CH2:32][N:33]2[CH2:38][CH2:37][N:36]([CH3:39])[CH2:35][CH2:34]2)[S:27]([CH3:30])(=[O:29])=[O:28])[C:9]([O:11][CH2:12][C:13]([O:15]CC2C=CC=CC=2)=[O:14])=[O:10])[CH2:3][CH2:2]1, predict the reaction product. The product is: [CH:1]1([CH2:4][O:5][C:6]2[CH:7]=[C:8]([CH:23]=[CH:24][C:25]=2[N:26]([CH2:31][CH2:32][N:33]2[CH2:38][CH2:37][N:36]([CH3:39])[CH2:35][CH2:34]2)[S:27]([CH3:30])(=[O:28])=[O:29])[C:9]([O:11][CH2:12][C:13]([OH:15])=[O:14])=[O:10])[CH2:3][CH2:2]1. (3) Given the reactants [Cl:1][C:2]1[CH:3]=[C:4]2[C:8](=[CH:9][CH:10]=1)[NH:7][C:6](=[O:11])[CH2:5]2.[OH:12][CH2:13][CH2:14][CH2:15][C:16]1[C:17]2[CH2:27][CH2:26][CH2:25][CH2:24][CH2:23][C:18]=2[NH:19][C:20]=1[CH:21]=O.N1CCCCC1, predict the reaction product. The product is: [Cl:1][C:2]1[CH:3]=[C:4]2[C:8](=[CH:9][CH:10]=1)[NH:7][C:6](=[O:11])/[C:5]/2=[CH:21]\[C:20]1[NH:19][C:18]2[CH2:23][CH2:24][CH2:25][CH2:26][CH2:27][C:17]=2[C:16]=1[CH2:15][CH2:14][CH2:13][OH:12].